From a dataset of Full USPTO retrosynthesis dataset with 1.9M reactions from patents (1976-2016). Predict the reactants needed to synthesize the given product. (1) Given the product [CH2:1]([CH:5]1[CH2:14][CH2:13][C:12]2[C:7](=[C:8]([F:16])[C:9]([F:15])=[C:10]([O:32][CH2:19][C@H:20]3[CH2:25][CH2:24][C@H:23]([CH2:26][CH2:27][CH2:28][CH2:29][CH3:30])[CH2:22][CH2:21]3)[CH:11]=2)[O:6]1)[CH2:2][CH2:3][CH3:4], predict the reactants needed to synthesize it. The reactants are: [CH2:1]([C:5]1(O)[CH2:14][CH2:13][C:12]2[C:7](=[C:8]([F:16])[C:9]([F:15])=[CH:10][CH:11]=2)[O:6]1)[CH2:2][CH2:3][CH3:4].Br[CH2:19][C@H:20]1[CH2:25][CH2:24][C@H:23]([CH2:26][CH2:27][CH2:28][CH2:29][CH3:30])[CH2:22][CH2:21]1.C(=O)([O-])[O-:32].[K+].[K+].Cl. (2) Given the product [F:22][C:10]([F:9])([F:21])[C:11]1[CH:12]=[CH:13][C:14]([S:17]([NH:1][C:2]2[O:6][N:5]=[C:4]([CH3:7])[C:3]=2[Br:8])(=[O:19])=[O:18])=[CH:15][CH:16]=1, predict the reactants needed to synthesize it. The reactants are: [NH2:1][C:2]1[O:6][N:5]=[C:4]([CH3:7])[C:3]=1[Br:8].[F:9][C:10]([F:22])([F:21])[C:11]1[CH:16]=[CH:15][C:14]([S:17](Cl)(=[O:19])=[O:18])=[CH:13][CH:12]=1. (3) Given the product [O:1]=[C:2]1[CH2:6][CH2:5][CH2:4][CH:3]1[C:7]([O:9][CH2:10][C:12]1[CH:17]=[CH:16][CH:15]=[CH:14][CH:13]=1)=[O:8], predict the reactants needed to synthesize it. The reactants are: [O:1]=[C:2]1[CH2:6][CH2:5][CH2:4][CH:3]1[C:7]([O:9][CH3:10])=[O:8].C(O)[C:12]1[CH:17]=[CH:16][CH:15]=[CH:14][CH:13]=1.CO. (4) Given the product [O:12]1[CH:13]=[CH:14][C:10]([C:7]2[CH:8]=[CH:9][C:4]([NH2:1])=[CH:5][CH:6]=2)=[N:11]1, predict the reactants needed to synthesize it. The reactants are: [N+:1]([C:4]1[CH:9]=[CH:8][C:7]([C:10]2[CH:14]=[CH:13][O:12][N:11]=2)=[CH:6][CH:5]=1)([O-])=O.C(O)(=O)C.Cl[Sn]Cl.[OH-].[Na+]. (5) Given the product [C:6]([NH:5][C@H:4]([CH:3]=[O:17])[CH2:13][CH:14]([CH3:15])[CH3:16])([O:8][C:9]([CH3:10])([CH3:12])[CH3:11])=[O:7], predict the reactants needed to synthesize it. The reactants are: CN(OC)[C:3](=[O:17])[C@H:4]([CH2:13][CH:14]([CH3:16])[CH3:15])[NH:5][C:6]([O:8][C:9]([CH3:12])([CH3:11])[CH3:10])=[O:7].[H-].[H-].[H-].[H-].[Li+].[Al+3]. (6) Given the product [N:3]1([C:25]([O:27][C:28]([CH3:31])([CH3:30])[CH3:29])=[O:26])[CH:2]=[CH:7][N:6]([C:8]([O:10][CH2:11][CH:12]2[C:13]3[CH:14]=[CH:15][CH:16]=[CH:17][C:18]=3[C:19]3[C:24]2=[CH:23][CH:22]=[CH:21][CH:20]=3)=[O:9])[CH2:5][CH2:4]1, predict the reactants needed to synthesize it. The reactants are: O[CH:2]1[CH2:7][N:6]([C:8]([O:10][CH2:11][CH:12]2[C:24]3[CH:23]=[CH:22][CH:21]=[CH:20][C:19]=3[C:18]3[C:13]2=[CH:14][CH:15]=[CH:16][CH:17]=3)=[O:9])[CH2:5][CH2:4][N:3]1[C:25]([O:27][C:28]([CH3:31])([CH3:30])[CH3:29])=[O:26].C(OC(C(F)(F)F)=O)(C(F)(F)F)=O.C(Cl)Cl.O.